This data is from Reaction yield outcomes from USPTO patents with 853,638 reactions. The task is: Predict the reaction yield, written as a fraction of the theoretical maximum amount of product (1.0 means a 100% yield; for example, 0.34 means a 34% yield). (1) The reactants are [NH2:1][C:2]1[C:15]2[C:14](=O)[C:13]3[C:8](=[CH:9][CH:10]=[CH:11][CH:12]=3)[C:7](=O)[C:6]=2[CH:5]=[CH:4][CH:3]=1.N[C:19]([NH2:21])=S.[CH3:22]S(C)=O. No catalyst specified. The product is [CH:22]1[C:15]2[C:6]3[C:5]([CH:4]=[CH:3][C:2]=2[N:1]=[CH:19][N:21]=1)=[CH:14][C:13]1[C:8](=[CH:9][CH:10]=[CH:11][CH:12]=1)[CH:7]=3. The yield is 0.330. (2) The reactants are C[O:2][C:3](=O)[C:4]1[CH:9]=[C:8]([C:10]2[N:11]=[N:12][N:13]([CH3:15])[CH:14]=2)[C:7]([C:16]([F:19])([F:18])[F:17])=[CH:6][C:5]=1[NH:20][C:21]([O:23]C1C=CC(Cl)=CC=1)=O.CCN(C(C)C)C(C)C.[CH3:41][S:42]([NH:45][NH2:46])(=[O:44])=[O:43]. The catalyst is O1CCOCC1. The product is [CH3:15][N:13]1[CH:14]=[C:10]([C:8]2[CH:9]=[C:4]3[C:5](=[CH:6][C:7]=2[C:16]([F:19])([F:18])[F:17])[NH:20][C:21](=[O:23])[N:46]([NH:45][S:42]([CH3:41])(=[O:44])=[O:43])[C:3]3=[O:2])[N:11]=[N:12]1. The yield is 0.780. (3) The reactants are [F:1][C:2]1[CH:3]=[C:4]2[C:8](=[CH:9][CH:10]=1)[NH:7][CH:6]=[CH:5]2.[OH-].[Na+].[C:13]1([S:19](Cl)(=[O:21])=[O:20])[CH:18]=[CH:17][CH:16]=[CH:15][CH:14]=1. The product is [C:13]1([S:19]([N:7]2[C:8]3[C:4](=[CH:3][C:2]([F:1])=[CH:10][CH:9]=3)[CH:5]=[CH:6]2)(=[O:21])=[O:20])[CH:18]=[CH:17][CH:16]=[CH:15][CH:14]=1. The yield is 0.960. The catalyst is S([O-])(O)(=O)=O.C([N+](CCCC)(CCCC)CCCC)CCC.C1(C)C=CC=CC=1.